From a dataset of Forward reaction prediction with 1.9M reactions from USPTO patents (1976-2016). Predict the product of the given reaction. (1) Given the reactants [NH2:1][C:2]1[N:7]=[CH:6][N:5]=[C:4]2[N:8]([CH:12]3[CH2:17][CH2:16][C:15](=O)[CH2:14][CH2:13]3)[N:9]=[C:10]([I:11])[C:3]=12.[N:19]1([C:25]([O:27][C:28]([CH3:31])([CH3:30])[CH3:29])=[O:26])[CH2:24][CH2:23][NH:22][CH2:21][CH2:20]1.C(O[BH-](OC(=O)C)OC(=O)C)(=O)C.[Na+], predict the reaction product. The product is: [C:28]([O:27][C:25]([N:19]1[CH2:24][CH2:23][N:22]([CH:15]2[CH2:16][CH2:17][CH:12]([N:8]3[C:4]4=[N:5][CH:6]=[N:7][C:2]([NH2:1])=[C:3]4[C:10]([I:11])=[N:9]3)[CH2:13][CH2:14]2)[CH2:21][CH2:20]1)=[O:26])([CH3:31])([CH3:29])[CH3:30]. (2) Given the reactants [CH2:1]([N:3]([CH2:6][C:7]1[S:11][C:10]([C:12]([OH:14])=O)=[CH:9][C:8]=1[CH3:15])[CH2:4][CH3:5])[CH3:2].[NH2:16][C:17]1[C:26]([CH3:27])=[CH:25][C:20]([C:21]([NH:23]O)=[NH:22])=[CH:19][C:18]=1[Cl:28], predict the reaction product. The product is: [Cl:28][C:18]1[CH:19]=[C:20]([C:21]2[N:23]=[C:12]([C:10]3[S:11][C:7]([CH2:6][N:3]([CH2:1][CH3:2])[CH2:4][CH3:5])=[C:8]([CH3:15])[CH:9]=3)[O:14][N:22]=2)[CH:25]=[C:26]([CH3:27])[C:17]=1[NH2:16]. (3) Given the reactants [CH3:1][O:2][C:3]([C:5]1[C:6]([OH:28])=[C:7]2[C:12](=[CH:13][N:14]=1)[N:11]([CH2:15][CH:16]1[CH2:20][CH2:19][CH2:18][CH2:17]1)[C:10](=[O:21])[C:9]([C:22]1[CH:27]=[CH:26][CH:25]=[CH:24][CH:23]=1)=[CH:8]2)=[O:4].[Br:29]N1C(=O)CCC1=O, predict the reaction product. The product is: [CH3:1][O:2][C:3]([C:5]1[C:6]([OH:28])=[C:7]2[C:12](=[C:13]([Br:29])[N:14]=1)[N:11]([CH2:15][CH:16]1[CH2:17][CH2:18][CH2:19][CH2:20]1)[C:10](=[O:21])[C:9]([C:22]1[CH:27]=[CH:26][CH:25]=[CH:24][CH:23]=1)=[CH:8]2)=[O:4].